This data is from Full USPTO retrosynthesis dataset with 1.9M reactions from patents (1976-2016). The task is: Predict the reactants needed to synthesize the given product. (1) Given the product [Br:16][CH2:10][C:9]([C:3]1[C:2]([F:1])=[CH:7][CH:6]=[CH:5][C:4]=1[F:8])=[O:11], predict the reactants needed to synthesize it. The reactants are: [F:1][C:2]1[CH:7]=[CH:6][CH:5]=[C:4]([F:8])[C:3]=1[C:9](=[O:11])[CH3:10].[Cl-].[Al+3].[Cl-].[Cl-].[Br:16]Br.O. (2) The reactants are: [CH3:1][O:2][C:3](=[O:25])[CH2:4][C:5]1[CH:10]=[C:9]([Br:11])[C:8]([O:12][C:13]2[CH:18]=[CH:17][C:16]([O:19][CH3:20])=[C:15]([CH:21]([CH3:23])[CH3:22])[CH:14]=2)=[C:7]([Br:24])[CH:6]=1.[CH3:26][C:27]1[CH:28]=[C:29]([CH:33]=[CH:34][CH:35]=1)[C:30](Cl)=[O:31]. Given the product [CH3:1][O:2][C:3](=[O:25])[CH2:4][C:5]1[CH:10]=[C:9]([Br:11])[C:8]([O:12][C:13]2[CH:14]=[C:15]([CH:21]([CH3:23])[CH3:22])[C:16]([O:19][CH3:20])=[CH:17][C:18]=2[C:30](=[O:31])[C:29]2[CH:33]=[CH:34][CH:35]=[C:27]([CH3:26])[CH:28]=2)=[C:7]([Br:24])[CH:6]=1, predict the reactants needed to synthesize it. (3) The reactants are: [Br:1][C:2]1[CH:7]=[CH:6][N:5]=[C:4](F)[CH:3]=1.O.[NH2:10][NH2:11].[OH-].[Na+]. Given the product [Br:1][C:2]1[CH:7]=[CH:6][N:5]=[C:4]([NH:10][NH2:11])[CH:3]=1, predict the reactants needed to synthesize it. (4) Given the product [CH:20]([NH:27][C:28]([N:5]1[CH2:4][CH2:3][CH:2]([CH2:1][N:8]2[CH2:13][CH2:12][CH2:11][CH2:10][CH2:9]2)[CH2:7][CH2:6]1)=[O:29])([C:21]1[CH:22]=[CH:23][CH:24]=[CH:25][CH:26]=1)[C:14]1[CH:19]=[CH:18][CH:17]=[CH:16][CH:15]=1, predict the reactants needed to synthesize it. The reactants are: [CH2:1]([N:8]1[CH2:13][CH2:12][CH2:11][CH2:10][CH2:9]1)[CH:2]1[CH2:7][CH2:6][NH:5][CH2:4][CH2:3]1.[C:14]1([CH:20]([N:27]=[C:28]=[O:29])[C:21]2[CH:26]=[CH:25][CH:24]=[CH:23][CH:22]=2)[CH:19]=[CH:18][CH:17]=[CH:16][CH:15]=1. (5) Given the product [Cl:22][C:19]1[CH:18]=[CH:17][C:16]([CH2:15][CH2:14][C:11]2[C:12]([CH3:13])=[C:8]([C:6]([OH:7])=[O:5])[NH:9][CH:10]=2)=[CH:21][CH:20]=1, predict the reactants needed to synthesize it. The reactants are: [OH-].[Na+].C([O:5][C:6]([C:8]1[NH:9][CH:10]=[C:11]([CH2:14][CH2:15][C:16]2[CH:21]=[CH:20][C:19]([Cl:22])=[CH:18][CH:17]=2)[C:12]=1[CH3:13])=[O:7])C. (6) Given the product [CH:1]1([N:7]2[C:11]3[CH:12]=[CH:13][C:14]([C:16]([NH:35][CH:36]([CH2:37][OH:38])[C:39]([OH:41])=[O:40])=[O:18])=[CH:15][C:10]=3[N:9]=[C:8]2[C:19]2[CH:20]=[C:21]3[C:26](=[CH:27][CH:28]=2)[N:25]=[C:24]([C:29]2[CH:34]=[CH:33][CH:32]=[CH:31][CH:30]=2)[CH:23]=[CH:22]3)[CH2:2][CH2:3][CH2:4][CH2:5][CH2:6]1, predict the reactants needed to synthesize it. The reactants are: [CH:1]1([N:7]2[C:11]3[CH:12]=[CH:13][C:14]([C:16]([OH:18])=O)=[CH:15][C:10]=3[N:9]=[C:8]2[C:19]2[CH:20]=[C:21]3[C:26](=[CH:27][CH:28]=2)[N:25]=[C:24]([C:29]2[CH:34]=[CH:33][CH:32]=[CH:31][CH:30]=2)[CH:23]=[CH:22]3)[CH2:6][CH2:5][CH2:4][CH2:3][CH2:2]1.[NH2:35][C@H:36]([C:39]([OH:41])=[O:40])[CH2:37][OH:38]. (7) Given the product [NH2:1][C:2]1[N:7]=[CH:6][N:5]=[C:4]2[N:8]([CH2:12][C:13]3[N:14]([C:25]4[CH:30]=[CH:29][CH:28]=[CH:27][C:26]=4[CH3:31])[C:15](=[O:24])[C:16]4[C:17]([CH3:23])=[CH:18][CH:19]=[N:20][C:21]=4[CH:22]=3)[N:9]=[C:10]([C:37]3[CH:36]=[CH:35][CH:34]=[C:33]([OH:32])[CH:38]=3)[C:3]=12, predict the reactants needed to synthesize it. The reactants are: [NH2:1][C:2]1[N:7]=[CH:6][N:5]=[C:4]2[N:8]([CH2:12][C:13]3[N:14]([C:25]4[CH:30]=[CH:29][CH:28]=[CH:27][C:26]=4[CH3:31])[C:15](=[O:24])[C:16]4[C:17]([CH3:23])=[CH:18][CH:19]=[N:20][C:21]=4[CH:22]=3)[N:9]=[C:10](I)[C:3]=12.[OH:32][C:33]1[CH:34]=[C:35](B(O)O)[CH:36]=[CH:37][CH:38]=1.C1C=CC(P(C2C=CC=CC=2)C2C=CC=CC=2)=CC=1.C([O-])([O-])=O.[Na+].[Na+]. (8) Given the product [F:31][C:17]1[CH:18]=[C:19]([O:22][CH2:23][C:24]2[CH:25]=[CH:26][C:27]([F:30])=[CH:28][CH:29]=2)[CH:20]=[CH:21][C:16]=1[NH:15][C:13](=[O:14])[CH2:12][NH:11][CH:1]=[O:3], predict the reactants needed to synthesize it. The reactants are: [C:1](OC(=O)C)(=[O:3])C.C(O)=O.[NH2:11][CH2:12][C:13]([NH:15][C:16]1[CH:21]=[CH:20][C:19]([O:22][CH2:23][C:24]2[CH:29]=[CH:28][C:27]([F:30])=[CH:26][CH:25]=2)=[CH:18][C:17]=1[F:31])=[O:14].Cl. (9) Given the product [Cl:5][C:6]1[C:14]2[N:13]=[C:12]3[N:15]([C:19]4[C:20]([CH3:28])=[N:21][C:22]([O:26][CH3:27])=[N:23][C:24]=4[CH3:25])[CH2:16][CH2:17][CH2:18][N:11]3[C:10]=2[C:9]([CH:29]([OH:30])[CH2:1][CH3:2])=[CH:8][CH:7]=1, predict the reactants needed to synthesize it. The reactants are: [CH2:1]([Mg]Br)[CH3:2].[Cl:5][C:6]1[CH:7]=[CH:8][C:9]([CH:29]=[O:30])=[C:10]2[C:14]=1[N:13]=[C:12]1[N:15]([C:19]3[C:20]([CH3:28])=[N:21][C:22]([O:26][CH3:27])=[N:23][C:24]=3[CH3:25])[CH2:16][CH2:17][CH2:18][N:11]21.